Dataset: Full USPTO retrosynthesis dataset with 1.9M reactions from patents (1976-2016). Task: Predict the reactants needed to synthesize the given product. (1) Given the product [C:49]1(/[CH:48]=[CH:47]/[C:2]2[CH:10]=[CH:9][CH:8]=[C:7]3[C:3]=2[C:4]([O:11][C@@H:12]2[O:38][C@H:37]([CH2:39][O:40][C:41](=[O:46])[C:42]([CH3:45])([CH3:44])[CH3:43])[C@@H:29]([O:30][C:31](=[O:36])[C:32]([CH3:33])([CH3:34])[CH3:35])[C@H:21]([O:22][C:23](=[O:28])[C:24]([CH3:25])([CH3:26])[CH3:27])[C@H:13]2[O:14][C:15](=[O:20])[C:16]([CH3:19])([CH3:18])[CH3:17])=[N:5][NH:6]3)[CH:54]=[CH:53][CH:52]=[CH:51][CH:50]=1, predict the reactants needed to synthesize it. The reactants are: Br[C:2]1[CH:10]=[CH:9][CH:8]=[C:7]2[C:3]=1[C:4]([O:11][C@@H:12]1[O:38][C@H:37]([CH2:39][O:40][C:41](=[O:46])[C:42]([CH3:45])([CH3:44])[CH3:43])[C@@H:29]([O:30][C:31](=[O:36])[C:32]([CH3:35])([CH3:34])[CH3:33])[C@H:21]([O:22][C:23](=[O:28])[C:24]([CH3:27])([CH3:26])[CH3:25])[C@H:13]1[O:14][C:15](=[O:20])[C:16]([CH3:19])([CH3:18])[CH3:17])=[N:5][NH:6]2.[CH2:47]=[CH:48][C:49]1[CH:54]=[CH:53][CH:52]=[CH:51][CH:50]=1.CC1C=CC=CC=1P(C1C=CC=CC=1C)C1C=CC=CC=1C. (2) Given the product [C:3]([O:7][C:8]([N:10]([C:24]1[CH:29]=[C:28]([N:30]([CH3:53])[C:31]([N:33]([C:46]([O:48][C:49]([CH3:52])([CH3:51])[CH3:50])=[O:47])[C:34]2[C:39]([Cl:40])=[C:38]([O:41][CH3:42])[CH:37]=[C:36]([O:43][CH3:44])[C:35]=2[Cl:45])=[O:32])[N:27]=[CH:26][N:25]=1)[C:11]1[CH:20]=[CH:19][C:14]([C:15]([OH:17])=[O:16])=[CH:13][C:12]=1[N+:21]([O-:23])=[O:22])=[O:9])([CH3:4])([CH3:6])[CH3:5], predict the reactants needed to synthesize it. The reactants are: [OH-].[Li+].[C:3]([O:7][C:8]([N:10]([C:24]1[CH:29]=[C:28]([N:30]([CH3:53])[C:31]([N:33]([C:46]([O:48][C:49]([CH3:52])([CH3:51])[CH3:50])=[O:47])[C:34]2[C:39]([Cl:40])=[C:38]([O:41][CH3:42])[CH:37]=[C:36]([O:43][CH3:44])[C:35]=2[Cl:45])=[O:32])[N:27]=[CH:26][N:25]=1)[C:11]1[CH:20]=[CH:19][C:14]([C:15]([O:17]C)=[O:16])=[CH:13][C:12]=1[N+:21]([O-:23])=[O:22])=[O:9])([CH3:6])([CH3:5])[CH3:4].CCOC(C)=O.CCCCCC. (3) Given the product [C:1]1([C:7]2[CH:12]=[C:11]([C:13]3[N:17]4[CH:18]=[CH:19][C:20]([CH:22]5[CH2:27][CH2:26][N:25]([C:35](=[O:37])[CH3:36])[CH2:24][CH2:23]5)=[CH:21][C:16]4=[N:15][CH:14]=3)[CH:10]=[CH:9][N:8]=2)[CH:6]=[CH:5][CH:4]=[CH:3][CH:2]=1, predict the reactants needed to synthesize it. The reactants are: [C:1]1([C:7]2[CH:12]=[C:11]([C:13]3[N:17]4[CH:18]=[CH:19][C:20]([CH:22]5[CH2:27][CH2:26][NH:25][CH2:24][CH2:23]5)=[CH:21][C:16]4=[N:15][CH:14]=3)[CH:10]=[CH:9][N:8]=2)[CH:6]=[CH:5][CH:4]=[CH:3][CH:2]=1.C(N(CC)CC)C.[C:35](Cl)(=[O:37])[CH3:36].C([O-])(O)=O.[Na+]. (4) Given the product [CH2:26]([N:23]1[CH2:22][CH2:21][CH:20]([O:19][C:18]2[CH:13]=[CH:14][C:15]([C:64]([N:36]([CH2:35][CH2:34][O:33][CH2:31][CH3:32])[C:37]3[CH:60]=[CH:59][C:40]([O:41][C:42]4[CH:47]=[CH:46][C:45]([NH:48][C:49]([NH:51][CH:52]([CH2:53][CH3:54])[CH2:55][CH3:56])=[O:50])=[CH:44][C:43]=4[O:57][CH3:58])=[CH:39][CH:38]=3)=[O:65])=[CH:16][CH:17]=2)[CH2:25][CH2:24]1)[CH2:27][CH2:28][CH3:29], predict the reactants needed to synthesize it. The reactants are: C(ON1[C:14]2[CH:15]=[CH:16][CH:17]=[C:18]([O:19][CH:20]3[CH2:25][CH2:24][N:23]([CH2:26][CH2:27][CH2:28][CH3:29])[CH2:22][CH2:21]3)[C:13]=2N(C)N1)(=O)C1C=CC=CC=1.[CH2:31]([O:33][CH2:34][CH2:35][NH:36][C:37]1[CH:60]=[CH:59][C:40]([O:41][C:42]2[CH:47]=[CH:46][C:45]([NH:48][C:49]([NH:51][CH:52]([CH2:55][CH3:56])[CH2:53][CH3:54])=[O:50])=[CH:44][C:43]=2[O:57][CH3:58])=[CH:39][CH:38]=1)[CH3:32].CN([CH:64]=[O:65])C.